This data is from Full USPTO retrosynthesis dataset with 1.9M reactions from patents (1976-2016). The task is: Predict the reactants needed to synthesize the given product. (1) Given the product [CH3:41][N:42]([CH:43]1[CH2:47][CH2:46][N:45]([C:17](=[O:18])[C:16]2[CH:15]=[CH:14][C:13]([CH2:12][N:11]3[C:10]4[CH:22]=[CH:23][CH:24]=[CH:25][C:9]=4[N:8]=[C:7]3[C:1]3[CH:2]=[CH:3][CH:4]=[CH:5][CH:6]=3)=[CH:21][CH:20]=2)[CH2:44]1)[CH3:48], predict the reactants needed to synthesize it. The reactants are: [C:1]1([C:7]2[N:11]([CH2:12][C:13]3[CH:21]=[CH:20][C:16]([C:17](O)=[O:18])=[CH:15][CH:14]=3)[C:10]3[CH:22]=[CH:23][CH:24]=[CH:25][C:9]=3[N:8]=2)[CH:6]=[CH:5][CH:4]=[CH:3][CH:2]=1.C(Cl)(=O)C(Cl)=O.C(N(C(C)C)CC)(C)C.[CH3:41][N:42]([CH3:48])[CH:43]1[CH2:47][CH2:46][NH:45][CH2:44]1. (2) Given the product [CH3:1][NH:2][S:16]([C:4]1[CH:5]=[CH:6][C:7]2[S:8][C:9]3[CH:15]=[CH:14][CH:13]=[CH:12][C:10]=3[C:11]=2[CH:3]=1)(=[O:18])=[O:17], predict the reactants needed to synthesize it. The reactants are: [CH3:1][NH2:2].[CH:3]1[C:11]2[C:10]3[CH:12]=[CH:13][CH:14]=[CH:15][C:9]=3[S:8][C:7]=2[CH:6]=[CH:5][C:4]=1[S:16](Cl)(=[O:18])=[O:17]. (3) Given the product [NH2:1][C:2]1[C:3]([C:12]([NH:37][CH2:36][CH:33]2[CH2:34][CH2:35][N:30]([CH2:29][C:26]3[S:25][C:24]([C:19]4[CH:20]=[CH:21][CH:22]=[CH:23][N:18]=4)=[N:28][CH:27]=3)[CH2:31][CH2:32]2)=[O:14])=[N:4][C:5]([O:9][CH2:10][CH3:11])=[CH:6][C:7]=1[Cl:8], predict the reactants needed to synthesize it. The reactants are: [NH2:1][C:2]1[C:3]([C:12]([OH:14])=O)=[N:4][C:5]([O:9][CH2:10][CH3:11])=[CH:6][C:7]=1[Cl:8].Cl.Cl.Cl.[N:18]1[CH:23]=[CH:22][CH:21]=[CH:20][C:19]=1[C:24]1[S:25][C:26]([CH2:29][N:30]2[CH2:35][CH2:34][CH:33]([CH2:36][NH2:37])[CH2:32][CH2:31]2)=[CH:27][N:28]=1. (4) Given the product [Cl:12][C:13]1[CH:18]=[C:17]([S:9][C:3]2[CH:4]=[CH:5][CH:6]=[C:7]([Cl:8])[C:2]=2[Cl:1])[CH:16]=[CH:15][N:14]=1, predict the reactants needed to synthesize it. The reactants are: [Cl:1][C:2]1[C:7]([Cl:8])=[CH:6][CH:5]=[CH:4][C:3]=1[SH:9].[H-].[Na+].[Cl:12][C:13]1[CH:18]=[C:17]([N+]([O-])=O)[CH:16]=[CH:15][N:14]=1. (5) Given the product [Cl:1][C:2]1[C:3]([C:29]2[CH2:34][CH2:33][CH2:32][CH2:31][CH:30]=2)=[CH:4][C:5]([O:27][CH3:28])=[C:6]([CH:26]=1)[C:7]([N:9]1[C:15]2[CH:16]=[CH:17][CH:18]=[CH:19][C:14]=2[CH2:13][N:12]2[C:20]([C:23]([N:40]([CH2:39][CH2:38][CH2:37][N:36]([CH3:42])[CH3:35])[CH3:41])=[O:25])=[CH:21][CH:22]=[C:11]2[CH2:10]1)=[O:8], predict the reactants needed to synthesize it. The reactants are: [Cl:1][C:2]1[C:3]([C:29]2[CH2:34][CH2:33][CH2:32][CH2:31][CH:30]=2)=[CH:4][C:5]([O:27][CH3:28])=[C:6]([CH:26]=1)[C:7]([N:9]1[C:15]2[CH:16]=[CH:17][CH:18]=[CH:19][C:14]=2[CH2:13][N:12]2[C:20]([C:23]([OH:25])=O)=[CH:21][CH:22]=[C:11]2[CH2:10]1)=[O:8].[CH3:35][N:36]([CH3:42])[CH2:37][CH2:38][CH2:39][NH:40][CH3:41].ON1C2C=CC=CC=2N=N1.Cl.C(N=C=N)C.C(N(CC)C(C)C)(C)C.